This data is from Forward reaction prediction with 1.9M reactions from USPTO patents (1976-2016). The task is: Predict the product of the given reaction. (1) Given the reactants [CH3:1][O:2][C:3]1([O:10][CH3:11])[CH2:8][CH2:7][O:6][CH2:5][CH:4]1[OH:9].[H-].[Na+].[CH3:14]I, predict the reaction product. The product is: [CH3:14][O:9][CH:4]1[C:3]([O:10][CH3:11])([O:2][CH3:1])[CH2:8][CH2:7][O:6][CH2:5]1. (2) The product is: [Cl:3][C:4]1[N:5]=[CH:6][CH:7]=[C:8]2[C:12]([CH3:13])=[C:11]([CH3:14])[N:10]([CH2:16][CH:17]([CH3:19])[CH3:18])[C:9]=12. Given the reactants [H-].[Na+].[Cl:3][C:4]1[N:5]=[CH:6][CH:7]=[C:8]2[C:12]([CH3:13])=[C:11]([CH3:14])[NH:10][C:9]=12.I[CH2:16][CH:17]([CH3:19])[CH3:18].O, predict the reaction product. (3) Given the reactants [Br:1][C:2]1[CH:7]=[CH:6][C:5]([C:8]2[NH:12][CH:11]=[N:10][N:9]=2)=[CH:4][CH:3]=1.[O:13]1[CH:18]=[CH:17][CH2:16][CH2:15][CH2:14]1.CS(O)(=O)=O, predict the reaction product. The product is: [Br:1][C:2]1[CH:3]=[CH:4][C:5]([C:8]2[N:12]([CH:14]3[CH2:15][CH2:16][CH2:17][CH2:18][O:13]3)[CH:11]=[N:10][N:9]=2)=[CH:6][CH:7]=1. (4) Given the reactants [CH:1]1([CH2:7][Sn:8]([CH2:15][CH:16]2[CH2:21][CH2:20][CH2:19][CH2:18][CH2:17]2)([O:12][CH2:13][CH3:14])[O:9]CC)[CH2:6][CH2:5][CH2:4][CH2:3][CH2:2]1.O.[CH2:23]([OH:25])[CH3:24], predict the reaction product. The product is: [CH:1]1([CH2:7][Sn:8]([CH2:15][CH:16]2[CH2:21][CH2:20][CH2:19][CH2:18][CH2:17]2)([O:12][CH2:13][CH3:14])[O:9][Sn:8]([CH2:7][CH:1]2[CH2:6][CH2:5][CH2:4][CH2:3][CH2:2]2)([CH2:15][CH:16]2[CH2:21][CH2:20][CH2:19][CH2:18][CH2:17]2)[O:25][CH2:23][CH3:24])[CH2:6][CH2:5][CH2:4][CH2:3][CH2:2]1. (5) Given the reactants [CH3:1][C:2]1[C:10]2[C:5](=[N:6][CH:7]=[CH:8][CH:9]=2)[N:4]([C:11]([O:13][C:14]([CH3:17])([CH3:16])[CH3:15])=[O:12])[C:3]=1[C:18]([O:20][CH2:21][CH3:22])=[O:19], predict the reaction product. The product is: [CH3:1][CH:2]1[C:10]2[C:5](=[N:6][CH:7]=[CH:8][CH:9]=2)[N:4]([C:11]([O:13][C:14]([CH3:17])([CH3:15])[CH3:16])=[O:12])[CH:3]1[C:18]([O:20][CH2:21][CH3:22])=[O:19]. (6) Given the reactants [NH:1]1[C:9]2[C:4](=[CH:5][CH:6]=[CH:7][CH:8]=2)[C:3]([CH:10]=[O:11])=[CH:2]1.[CH3:12][C:13]([O:16][C:17](O[C:17]([O:16][C:13]([CH3:15])([CH3:14])[CH3:12])=[O:18])=[O:18])([CH3:15])[CH3:14].[BH4-].[Na+], predict the reaction product. The product is: [OH:11][CH2:10][C:3]1[C:4]2[C:9](=[CH:8][CH:7]=[CH:6][CH:5]=2)[N:1]([C:17]([O:16][C:13]([CH3:15])([CH3:14])[CH3:12])=[O:18])[CH:2]=1. (7) The product is: [OH:4][CH2:3][CH:2]([NH:1][C:17]([NH:16][C:19]1[CH:20]=[CH:21][C:22]([C:25]2[N:29]=[CH:28][N:27]([C:30]3[CH:35]=[CH:34][C:33]([O:36][C:37]([F:40])([F:38])[F:39])=[CH:32][CH:31]=3)[N:26]=2)=[CH:23][CH:24]=1)=[S:18])[C:5]1[CH:6]=[CH:7][C:8]([O:11][C:12]([F:13])([F:14])[F:15])=[CH:9][CH:10]=1. Given the reactants [NH2:1][CH:2]([C:5]1[CH:10]=[CH:9][C:8]([O:11][C:12]([F:15])([F:14])[F:13])=[CH:7][CH:6]=1)[CH2:3][OH:4].[N:16]([C:19]1[CH:24]=[CH:23][C:22]([C:25]2[N:29]=[CH:28][N:27]([C:30]3[CH:35]=[CH:34][C:33]([O:36][C:37]([F:40])([F:39])[F:38])=[CH:32][CH:31]=3)[N:26]=2)=[CH:21][CH:20]=1)=[C:17]=[S:18], predict the reaction product. (8) Given the reactants [Na+:1].[Na+].[CH3:3][C:4]1([CH2:35][CH2:36][CH2:37][S:38]([OH:41])(=[O:40])=[O:39])[C:12]2[C:7](=[CH:8][CH:9]=[C:10]([S:13]([OH:16])(=[O:15])=[O:14])[CH:11]=2)[N+:6]([CH2:17][CH2:18][CH2:19][S:20]([OH:23])(=[O:22])=[O:21])=[C:5]1/[CH:24]=[CH:25]/[CH:26]=[CH:27]/NC1C=CC=CC=1.[Na].[C:43]([CH2:46][CH2:47][CH2:48][C:49]1([CH3:70])[C:57]2[C:52](=[CH:53][CH:54]=[C:55]([S:58]([O-:61])(=[O:60])=[O:59])[CH:56]=2)[N+:51]([CH2:62][CH2:63][CH2:64][S:65]([OH:68])(=[O:67])=[O:66])=[C:50]1[CH3:69])([OH:45])=[O:44].N1C=CC=CC=1.CCOCC, predict the reaction product. The product is: [Na+:1].[Na+:1].[Na+:1].[Na+:1].[C:43]([CH2:46][CH2:47][CH2:48][C:49]1([CH3:70])[C:57]2[C:52](=[CH:53][CH:54]=[C:55]([S:58]([OH:61])(=[O:60])=[O:59])[CH:56]=2)[N:51]([CH2:62][CH2:63][CH2:64][S:65]([OH:68])(=[O:66])=[O:67])/[C:50]/1=[CH:69]/[CH:27]=[CH:26]/[CH:25]=[CH:24]/[C:5]1[C:4]([CH3:3])([CH2:35][CH2:36][CH2:37][S:38]([OH:41])(=[O:39])=[O:40])[C:12]2[C:7](=[CH:8][CH:9]=[C:10]([S:13]([OH:16])(=[O:15])=[O:14])[CH:11]=2)[N+:6]=1[CH2:17][CH2:18][CH2:19][S:20]([OH:23])(=[O:21])=[O:22])([OH:45])=[O:44].